Predict which catalyst facilitates the given reaction. From a dataset of Catalyst prediction with 721,799 reactions and 888 catalyst types from USPTO. (1) Reactant: Br[C:2]1[CH:3]=[C:4]2[C:9](=[CH:10][CH:11]=1)[N:8]=[CH:7][CH:6]=[CH:5]2.C(N(C(C)C)CC)(C)C.CC1(C)C2C(=C(P(C3C=CC=CC=3)C3C=CC=CC=3)C=CC=2)OC2C(P(C3C=CC=CC=3)C3C=CC=CC=3)=CC=CC1=2.[CH3:63][N:64]1[CH:68]=[C:67]([C:69]2[CH:70]=[CH:71][C:72]3[N:73]([C:75]([SH:78])=[N:76][N:77]=3)[N:74]=2)[CH:66]=[N:65]1. Product: [CH3:63][N:64]1[CH:68]=[C:67]([C:69]2[CH:70]=[CH:71][C:72]3[N:73]([C:75]([S:78][C:2]4[CH:3]=[C:4]5[C:9](=[CH:10][CH:11]=4)[N:8]=[CH:7][CH:6]=[CH:5]5)=[N:76][N:77]=3)[N:74]=2)[CH:66]=[N:65]1. The catalyst class is: 533. (2) Reactant: [CH3:1][O:2][C:3]([C:5]1[CH:6]=[C:7]2[CH:13]=[C:12]([C:14]([C:21]3[CH:26]=[CH:25][C:24]([S:27]([CH3:30])(=[O:29])=[O:28])=[CH:23][CH:22]=3)=[CH:15][CH:16]3[CH2:20][CH2:19][CH2:18][CH2:17]3)[N:11](S(C3C=CC=CC=3)(=O)=O)[C:8]2=[N:9][CH:10]=1)=[O:4].[F-].C([N+](CCCC)(CCCC)CCCC)CCC. Product: [CH3:1][O:2][C:3]([C:5]1[CH:6]=[C:7]2[CH:13]=[C:12]([C:14]([C:21]3[CH:22]=[CH:23][C:24]([S:27]([CH3:30])(=[O:29])=[O:28])=[CH:25][CH:26]=3)=[CH:15][CH:16]3[CH2:17][CH2:18][CH2:19][CH2:20]3)[NH:11][C:8]2=[N:9][CH:10]=1)=[O:4]. The catalyst class is: 54. (3) Reactant: C(O[C:6](=[O:24])[NH:7][CH2:8][C:9]1[CH:14]=[C:13]([CH:15]=[CH2:16])[C:12]([NH:17][S:18]([CH3:21])(=[O:20])=[O:19])=[CH:11][C:10]=1[O:22][CH3:23])(C)(C)C.FC(F)(F)C(O)=O.C(N(CC)CC)C.C1(OC(=O)[NH:47][CH2:48][C:49]2[CH:54]=[CH:53][C:52]([C:55]([CH3:58])([CH3:57])[CH3:56])=[CH:51][CH:50]=2)C=CC=CC=1. Product: [C:55]([C:52]1[CH:51]=[CH:50][C:49]([CH2:48][NH:47][C:6](=[O:24])[NH:7][CH2:8][C:9]2[C:10]([O:22][CH3:23])=[CH:11][C:12]([NH:17][S:18]([CH3:21])(=[O:19])=[O:20])=[C:13]([CH:15]=[CH2:16])[CH:14]=2)=[CH:54][CH:53]=1)([CH3:58])([CH3:56])[CH3:57]. The catalyst class is: 2.